Dataset: Catalyst prediction with 721,799 reactions and 888 catalyst types from USPTO. Task: Predict which catalyst facilitates the given reaction. (1) The catalyst class is: 3. Reactant: Cl.[NH2:2][C:3]1[CH:4]=[C:5]([CH:19]=[CH:20][CH:21]=1)[CH2:6][NH:7][C:8](=[O:18])[C:9]1[CH:14]=[CH:13][CH:12]=[C:11]([N+:15]([O-:17])=[O:16])[CH:10]=1.[Cl:22][C:23]1[N:28]=[C:27](Cl)[C:26]([Cl:30])=[CH:25][N:24]=1.C(=O)([O-])[O-].[K+].[K+]. Product: [Cl:22][C:23]1[N:28]=[C:27]([NH:2][C:3]2[CH:4]=[C:5]([CH:19]=[CH:20][CH:21]=2)[CH2:6][NH:7][C:8](=[O:18])[C:9]2[CH:14]=[CH:13][CH:12]=[C:11]([N+:15]([O-:17])=[O:16])[CH:10]=2)[C:26]([Cl:30])=[CH:25][N:24]=1. (2) The catalyst class is: 775. Product: [CH3:3][O:4][C:5](=[O:14])[CH2:6][C@H:7]1[CH2:12][CH2:11][C@H:10]([OH:13])[CH2:9][CH2:8]1. Reactant: CO.[CH3:3][O:4][C:5](=[O:14])[CH2:6][CH:7]1[CH2:12][CH2:11][C:10](=[O:13])[CH2:9][CH2:8]1.[BH4-].[Na+]. (3) Reactant: [C:1]1([C:7](=[O:15])[CH2:8][C:9]2[CH:14]=[CH:13][CH:12]=[CH:11][CH:10]=2)[CH:6]=[CH:5][CH:4]=[CH:3][CH:2]=1.CC([O-])(C)C.[K+].[C:22](=[S:24])=[S:23].Br[CH2:26]Br. Product: [S:23]1[CH2:26][S:24][C:22]1=[C:8]([C:9]1[CH:10]=[CH:11][CH:12]=[CH:13][CH:14]=1)[C:7]([C:1]1[CH:6]=[CH:5][CH:4]=[CH:3][CH:2]=1)=[O:15]. The catalyst class is: 1.